From a dataset of Reaction yield outcomes from USPTO patents with 853,638 reactions. Predict the reaction yield, written as a fraction of the theoretical maximum amount of product (1.0 means a 100% yield; for example, 0.34 means a 34% yield). The reactants are [CH2:1]1[CH:3]([C:4]([NH2:6])=[NH:5])[CH2:2]1.Cl.C[O-].[Na+].C(O[C:14](=[CH2:17])[C:15]#[N:16])C. No catalyst specified. The product is [CH:3]1([C:4]2[N:6]=[C:15]([NH2:16])[CH:14]=[CH:17][N:5]=2)[CH2:2][CH2:1]1. The yield is 0.850.